Dataset: Forward reaction prediction with 1.9M reactions from USPTO patents (1976-2016). Task: Predict the product of the given reaction. (1) The product is: [CH:37]1([N:40]2[CH:45]=[CH:44][C:43]([C:20]3[CH:19]=[CH:18][C:17]([C@@H:15]([N:11]4[CH2:10][CH2:9][C@@:8]([C:3]5[CH:4]=[CH:5][CH:6]=[CH:7][C:2]=5[F:1])([CH2:32][C:33]([OH:36])([CH3:35])[CH3:34])[O:13][C:12]4=[O:14])[CH3:16])=[CH:22][CH:21]=3)=[CH:42][C:41]2=[O:47])[CH2:39][CH2:38]1. Given the reactants [F:1][C:2]1[CH:7]=[CH:6][CH:5]=[CH:4][C:3]=1[C@:8]1([CH2:32][C:33]([OH:36])([CH3:35])[CH3:34])[O:13][C:12](=[O:14])[N:11]([C@H:15]([C:17]2[CH:22]=[CH:21][C:20](B3OC(C)(C)C(C)(C)O3)=[CH:19][CH:18]=2)[CH3:16])[CH2:10][CH2:9]1.[CH:37]1([N:40]2[CH:45]=[CH:44][C:43](I)=[CH:42][C:41]2=[O:47])[CH2:39][CH2:38]1, predict the reaction product. (2) Given the reactants COC1C=CC(C[N:8]2[C:12]3=[N:13][CH:14]=[C:15]([C:30]4[CH:35]=[CH:34][CH:33]=[CH:32][CH:31]=4)[C:16]([N:17]4[CH2:22][CH2:21][N:20](C(OC(C)(C)C)=O)[CH2:19][CH2:18]4)=[C:11]3[C:10](/[CH:36]=[CH:37]\[C:38]3[CH:39]=[N:40][N:41](CC4C=CC(OC)=CC=4)[CH:42]=3)=[N:9]2)=CC=1.C(O)(C(F)(F)F)=O.C(Cl)[Cl:62], predict the reaction product. The product is: [ClH:62].[NH:41]1[CH:42]=[C:38](/[CH:37]=[CH:36]\[C:10]2[C:11]3[C:12](=[N:13][CH:14]=[C:15]([C:30]4[CH:35]=[CH:34][CH:33]=[CH:32][CH:31]=4)[C:16]=3[N:17]3[CH2:18][CH2:19][NH:20][CH2:21][CH2:22]3)[NH:8][N:9]=2)[CH:39]=[N:40]1. (3) Given the reactants [CH:1]1[C:13]2[N:12]([C:14]3[CH:15]=[C:16](Br)[CH:17]=[CH:18][CH:19]=3)[C:11]3[C:6](=[CH:7][CH:8]=[CH:9][CH:10]=3)[C:5]=2[CH:4]=[CH:3][CH:2]=1.N#N.[NH2:23]C1C=CC=CC=1, predict the reaction product. The product is: [CH:1]1[C:13]2[N:12]([C:14]3[CH:15]=[C:16]([CH:17]=[CH:18][CH:19]=3)[NH2:23])[C:11]3[C:6](=[CH:7][CH:8]=[CH:9][CH:10]=3)[C:5]=2[CH:4]=[CH:3][CH:2]=1. (4) Given the reactants [C:1]([C:5]1[CH:11]=[C:10]([OH:12])[C:9]([C:13]([CH3:16])([CH3:15])[CH3:14])=[CH:8][C:6]=1[OH:7])([CH3:4])([CH3:3])[CH3:2].[H-].[Na+].ClC[CH2:21][O:22][CH2:23][CH3:24], predict the reaction product. The product is: [CH3:21][O:22][CH2:23][CH2:24][O:12][C:10]1[CH:11]=[C:5]([C:1]([CH3:4])([CH3:3])[CH3:2])[C:6]([O:7][CH2:24][CH2:23][O:22][CH3:21])=[CH:8][C:9]=1[C:13]([CH3:16])([CH3:15])[CH3:14]. (5) Given the reactants [Cl:1][C:2]1[C:3]([CH3:12])=[C:4]([S:8](Cl)(=[O:10])=[O:9])[CH:5]=[CH:6][CH:7]=1.N1C=CC=CC=1.[NH2:19][C:20]1[CH:21]=[CH:22][C:23]2[O:27][N:26]=[C:25]([CH3:28])[C:24]=2[CH:29]=1.C([O-])(O)=O.[Na+], predict the reaction product. The product is: [Cl:1][C:2]1[C:3]([CH3:12])=[C:4]([S:8]([NH:19][C:20]2[CH:21]=[CH:22][C:23]3[O:27][N:26]=[C:25]([CH3:28])[C:24]=3[CH:29]=2)(=[O:10])=[O:9])[CH:5]=[CH:6][CH:7]=1. (6) Given the reactants [CH2:1]([C:3]1[S:29][C:6]2[N:7]([CH2:13][C:14]3[CH:19]=[CH:18][C:17]([C:20]4[C:21]([C:27]#[N:28])=[CH:22][CH:23]=[C:24]([F:26])[CH:25]=4)=[CH:16][CH:15]=3)[C:8](=[O:12])[NH:9][C:10](=[O:11])[C:5]=2[CH:4]=1)[CH3:2].Br[CH2:31][C:32]([C:34]1[CH:39]=[CH:38][C:37]([O:40][CH3:41])=[CH:36][CH:35]=1)=[O:33].[H-].[Na+].[Cl-].O[NH3+:46].[C:47](=[O:50])([O-])[OH:48].[Na+], predict the reaction product. The product is: [CH2:1]([C:3]1[S:29][C:6]2[N:7]([CH2:13][C:14]3[CH:19]=[CH:18][C:17]([C:20]4[CH:25]=[C:24]([F:26])[CH:23]=[CH:22][C:21]=4[C:27]4[NH:46][C:47](=[O:50])[O:48][N:28]=4)=[CH:16][CH:15]=3)[C:8](=[O:12])[N:9]([CH2:31][C:32]([C:34]3[CH:39]=[CH:38][C:37]([O:40][CH3:41])=[CH:36][CH:35]=3)=[O:33])[C:10](=[O:11])[C:5]=2[CH:4]=1)[CH3:2]. (7) Given the reactants Cl[C:2]1[CH:3]=[CH:4][C:5]2[N:6]([C:8]([C:11]3[S:19][C:14]4=[CH:15][N:16]=[CH:17][CH:18]=[C:13]4[CH:12]=3)=[CH:9][N:10]=2)[N:7]=1.O.C1(C)C=CC(S(O)(=O)=O)=CC=1.[NH2:32][C@H:33]1[CH2:38][CH2:37][C@H:36]([OH:39])[CH2:35][CH2:34]1, predict the reaction product. The product is: [S:19]1[C:14]2=[CH:15][N:16]=[CH:17][CH:18]=[C:13]2[CH:12]=[C:11]1[C:8]1[N:6]2[N:7]=[C:2]([NH:32][C@H:33]3[CH2:38][CH2:37][C@H:36]([OH:39])[CH2:35][CH2:34]3)[CH:3]=[CH:4][C:5]2=[N:10][CH:9]=1. (8) Given the reactants [ClH:1].C(OC([N:9]1[CH2:22][CH:21]2[CH2:23][CH2:24][CH:11]([C:12]3[CH:13]=[C:14]4[C:18](=[CH:19][C:20]=32)[N:17]=[CH:16][N:15]4[CH3:25])[CH2:10]1)=O)(C)(C)C, predict the reaction product. The product is: [ClH:1].[CH3:25][N:15]1[C:14]2[C:18](=[CH:19][C:20]3[CH:21]4[CH2:23][CH2:24][CH:11]([C:12]=3[CH:13]=2)[CH2:10][NH:9][CH2:22]4)[N:17]=[CH:16]1.